This data is from Full USPTO retrosynthesis dataset with 1.9M reactions from patents (1976-2016). The task is: Predict the reactants needed to synthesize the given product. (1) Given the product [C:17]([O:21][C:22](=[O:31])[NH:23][CH2:24][CH:25]1[CH2:30][CH2:29][CH2:28][N:27]([CH2:14][CH:12]([C:11]2[C:2]([Cl:1])=[CH:3][CH:4]=[C:5]3[C:10]=2[N:9]=[C:8]([O:15][CH3:16])[CH:7]=[N:6]3)[OH:13])[CH2:26]1)([CH3:20])([CH3:18])[CH3:19], predict the reactants needed to synthesize it. The reactants are: [Cl:1][C:2]1[C:11]([CH:12]2[CH2:14][O:13]2)=[C:10]2[C:5]([N:6]=[CH:7][C:8]([O:15][CH3:16])=[N:9]2)=[CH:4][CH:3]=1.[C:17]([O:21][C:22](=[O:31])[NH:23][CH2:24][CH:25]1[CH2:30][CH2:29][CH2:28][NH:27][CH2:26]1)([CH3:20])([CH3:19])[CH3:18].Cl([O-])(=O)(=O)=O.[Li+].O. (2) The reactants are: ClC1C=C(OC2C(I)=[CH:24][C:16](C(OC(C)(C)C)=O)=[C:15](F)C=2)C=NC=1OC(C)C.[Cl:28][C:29]1[CH:30]=[C:31]([O:41][C:42]2[C:54](I)=[CH:53][C:45]([C:46]([O:48][C:49]([CH3:52])([CH3:51])[CH3:50])=[O:47])=[C:44]([F:56])[CH:43]=2)[CH:32]=[N:33][C:34]=1[O:35][CH2:36][C:37]([F:40])([F:39])[F:38]. Given the product [Cl:28][C:29]1[CH:30]=[C:31]([O:41][C:42]2[C:54]([CH:24]3[CH2:16][CH2:15]3)=[CH:53][C:45]([C:46]([O:48][C:49]([CH3:52])([CH3:51])[CH3:50])=[O:47])=[C:44]([F:56])[CH:43]=2)[CH:32]=[N:33][C:34]=1[O:35][CH2:36][C:37]([F:40])([F:39])[F:38], predict the reactants needed to synthesize it. (3) Given the product [OH:41][C:42]12[CH2:51][CH:46]3[CH2:47][CH:48]([CH2:50][C:44]([NH:52][C:7]([C:5]4[N:6]=[C:2]([CH3:1])[N:3]([C:11]5[CH:16]=[CH:15][CH:14]=[CH:13][CH:12]=5)[C:4]=4[CH3:10])=[O:9])([CH2:45]3)[CH2:43]1)[CH2:49]2, predict the reactants needed to synthesize it. The reactants are: [CH3:1][C:2]1[N:3]([C:11]2[CH:16]=[CH:15][CH:14]=[CH:13][CH:12]=2)[C:4]([CH3:10])=[C:5]([C:7]([OH:9])=O)[N:6]=1.C(N(C(C)C)CC)(C)C.F[P-](F)(F)(F)(F)F.ClC1N(C)CC[NH+]1C.[OH:41][C:42]12[CH2:51][CH:46]3[CH2:47][CH:48]([CH2:50][C:44]([NH2:52])([CH2:45]3)[CH2:43]1)[CH2:49]2. (4) Given the product [NH2:1][C:2]1[C:11]2[CH:10]=[CH:9][CH:8]=[C:7]([C:26]3[C:21]([O:20][CH3:19])=[N:22][C:23]([O:30][CH3:31])=[CH:24][CH:25]=3)[C:6]=2[N:5]=[C:4]2[CH2:13][N:14]([CH2:17][CH3:18])[C:15](=[O:16])[C:3]=12, predict the reactants needed to synthesize it. The reactants are: [NH2:1][C:2]1[C:11]2[CH:10]=[CH:9][CH:8]=[C:7](Br)[C:6]=2[N:5]=[C:4]2[CH2:13][N:14]([CH2:17][CH3:18])[C:15](=[O:16])[C:3]=12.[CH3:19][O:20][C:21]1[C:26](B(O)O)=[CH:25][CH:24]=[C:23]([O:30][CH3:31])[N:22]=1. (5) Given the product [CH3:32][O:31][C:28]1[CH:27]=[CH:26][C:25]([CH2:24][O:23][C:18]2[CH:19]=[CH:20][CH:21]=[CH:22][C:17]=2[C:12]2[N:11]([C:9]3[CH:8]=[N:7][CH:6]=[C:5]([CH:10]=3)[C:4]([OH:33])=[O:3])[C:15]([CH3:16])=[CH:14][CH:13]=2)=[CH:30][CH:29]=1, predict the reactants needed to synthesize it. The reactants are: C([O:3][C:4](=[O:33])[C:5]1[CH:10]=[C:9]([N:11]2[C:15]([CH3:16])=[CH:14][CH:13]=[C:12]2[C:17]2[CH:22]=[CH:21][CH:20]=[CH:19][C:18]=2[O:23][CH2:24][C:25]2[CH:30]=[CH:29][C:28]([O:31][CH3:32])=[CH:27][CH:26]=2)[CH:8]=[N:7][CH:6]=1)C.C(O)C. (6) Given the product [C:33]([O:32][C:30](=[O:31])[CH2:29][O:26][C:22]1[C:23]([CH3:25])=[CH:24][C:19]([C:17]2[O:16][C:10]3[N:11]=[C:12]([S:14][CH3:15])[N:13]=[C:8]([Cl:7])[C:9]=3[N:18]=2)=[CH:20][C:21]=1[CH3:27])([CH3:36])([CH3:35])[CH3:34], predict the reactants needed to synthesize it. The reactants are: C(=O)([O-])[O-].[K+].[K+].[Cl:7][C:8]1[C:9]2[N:18]=[C:17]([C:19]3[CH:24]=[C:23]([CH3:25])[C:22]([OH:26])=[C:21]([CH3:27])[CH:20]=3)[O:16][C:10]=2[N:11]=[C:12]([S:14][CH3:15])[N:13]=1.Br[CH2:29][C:30]([O:32][C:33]([CH3:36])([CH3:35])[CH3:34])=[O:31]. (7) Given the product [CH2:11]([C:4]1[CH:5]=[N:6][CH:7]=[C:8]([CH2:9][CH3:10])[C:3]=1[CH2:2][S:13][C:14]1[N:19]=[C:18]([OH:20])[CH:17]=[C:16]([CH3:21])[N:15]=1)[CH3:12].[CH2:9]([C:8]1[CH:7]=[N:6][CH:5]=[CH:4][C:3]=1[CH2:2][S:13][C:14]1[N:19]=[C:18]([OH:20])[CH:17]=[C:16]([CH3:21])[N:15]=1)[CH3:10], predict the reactants needed to synthesize it. The reactants are: Br[CH2:2][C:3]1[C:8]([CH2:9][CH3:10])=[CH:7][N:6]=[CH:5][C:4]=1[CH2:11][CH3:12].[SH:13][C:14]1[N:19]=[C:18]([OH:20])[CH:17]=[C:16]([C:21](F)(F)F)[N:15]=1.C(N(CC)CC)C.CCOCC.